From a dataset of Catalyst prediction with 721,799 reactions and 888 catalyst types from USPTO. Predict which catalyst facilitates the given reaction. (1) Product: [N:14]1[C:4]2[CH:3]=[CH:2][N:7]=[CH:6][C:5]=2[NH:12][CH:13]=1.[Cl:23][C:24]1[N:29]=[C:28]([S:30]([CH3:33])(=[O:32])=[O:31])[C:27]2[N:34]=[CH:35][N:36]([CH2:37][O:38][CH2:39][CH2:40][Si:41]([CH3:44])([CH3:43])[CH3:42])[C:26]=2[CH:25]=1. Reactant: Cl[C:2]1[N:7]=[C:6](S(C)(=O)=O)[C:5]2[N:12](COCC[Si](C)(C)C)[CH:13]=[N:14][C:4]=2[CH:3]=1.[Cl:23][C:24]1[N:29]=[C:28]([S:30]([CH3:33])(=[O:32])=[O:31])[C:27]2[N:34]=[CH:35][N:36]([CH2:37][O:38][CH2:39][CH2:40][Si:41]([CH3:44])([CH3:43])[CH3:42])[C:26]=2[CH:25]=1.C1C=C(Cl)C=C(C(OO)=O)C=1.[O-]S([O-])(=S)=O.[Na+].[Na+]. The catalyst class is: 96. (2) Reactant: [C:1]1([B:7]([CH:9]([O:16][CH:17]([B:24]([C:26]2[CH:31]=[CH:30][CH:29]=[CH:28][CH:27]=2)[OH:25])[C:18]2[CH:23]=[CH:22][CH:21]=[CH:20][CH:19]=2)[C:10]2[CH:15]=[CH:14][CH:13]=[CH:12][CH:11]=2)[OH:8])[CH:6]=[CH:5][CH:4]=[CH:3][CH:2]=1.[NH2:32][CH2:33][CH:34](O)[CH3:35]. Product: [C:1]1([B:7]([CH:9]([O:16][CH:17]([B:24]([C:26]2[CH:27]=[CH:28][CH:29]=[CH:30][CH:31]=2)[O:25][CH:34]([CH3:35])[CH2:33][NH2:32])[C:18]2[CH:19]=[CH:20][CH:21]=[CH:22][CH:23]=2)[C:10]2[CH:15]=[CH:14][CH:13]=[CH:12][CH:11]=2)[O:8][CH:34]([CH3:35])[CH2:33][NH2:32])[CH:2]=[CH:3][CH:4]=[CH:5][CH:6]=1. The catalyst class is: 8. (3) The catalyst class is: 9. Product: [CH3:34][N:35]([CH3:36])[C:31]([CH:27]1[CH2:28][CH2:29][CH2:30][N:25]([CH2:24][CH2:23][C@@H:21]2[CH2:20][S:19][C:18]([C:6]3[NH:7][C:8]4[C:4]([CH:5]=3)=[CH:3][C:2]([Cl:1])=[CH:10][C:9]=4[NH:11][CH:12]3[CH2:17][CH2:16][O:15][CH2:14][CH2:13]3)=[N:22]2)[CH2:26]1)=[O:32]. Reactant: [Cl:1][C:2]1[CH:3]=[C:4]2[C:8](=[C:9]([NH:11][CH:12]3[CH2:17][CH2:16][O:15][CH2:14][CH2:13]3)[CH:10]=1)[NH:7][C:6]([C:18]1[S:19][CH2:20][C@@H:21]([CH2:23][CH2:24][N:25]3[CH2:30][CH2:29][CH2:28][CH:27]([C:31](O)=[O:32])[CH2:26]3)[N:22]=1)=[CH:5]2.[CH3:34][NH:35][CH3:36].C(Cl)CCl.C1C=CC2N(O)N=NC=2C=1.C(=O)(O)[O-].[Na+].